Dataset: Full USPTO retrosynthesis dataset with 1.9M reactions from patents (1976-2016). Task: Predict the reactants needed to synthesize the given product. (1) Given the product [OH:27][C@:23]([C:20]1[CH:19]=[C:18]([CH3:17])[O:22][N:21]=1)([CH3:24])[C:25]#[C:26][C:2]1[CH:7]=[CH:6][N:5]=[C:4]([N:8]2[C:12]([CH3:13])=[CH:11][C:10]([C:14]([NH2:16])=[O:15])=[N:9]2)[CH:3]=1, predict the reactants needed to synthesize it. The reactants are: I[C:2]1[CH:7]=[CH:6][N:5]=[C:4]([N:8]2[C:12]([CH3:13])=[CH:11][C:10]([C:14]([NH2:16])=[O:15])=[N:9]2)[CH:3]=1.[CH3:17][C:18]1[O:22][N:21]=[C:20]([C@:23]([OH:27])([C:25]#[CH:26])[CH3:24])[CH:19]=1. (2) Given the product [NH2:32][C:6]([CH2:7][CH:8]([OH:23])[C:9]1[CH:10]=[CH:11][C:12]([CH2:15][CH2:16][CH2:17][CH2:18][CH2:19][CH2:20][CH2:21][CH3:22])=[CH:13][CH:14]=1)([CH2:5][OH:4])[CH2:27][OH:28], predict the reactants needed to synthesize it. The reactants are: C([O:4][CH2:5][C:6]([NH:32]C(=O)C)([CH2:27][O:28]C(=O)C)[CH2:7][CH:8]([O:23]C(=O)C)[C:9]1[CH:14]=[CH:13][C:12]([CH2:15][CH2:16][CH2:17][CH2:18][CH2:19][CH2:20][CH2:21][CH3:22])=[CH:11][CH:10]=1)(=O)C.[OH-].[Na+]. (3) The reactants are: [I:1][C:2]1[CH:13]=[CH:12][C:5]([O:6][C@H:7]2[CH2:11][CH2:10][O:9][CH2:8]2)=[C:4]([N+:14]([O-])=O)[CH:3]=1. Given the product [I:1][C:2]1[CH:13]=[CH:12][C:5]([O:6][C@H:7]2[CH2:11][CH2:10][O:9][CH2:8]2)=[C:4]([NH2:14])[CH:3]=1, predict the reactants needed to synthesize it. (4) Given the product [CH:20]12[CH2:25][CH:23]([CH:22]=[CH:21]1)[CH2:24][CH:19]2[C:17]1[N:8]2[C:9]([C:10](=[O:12])[NH:11][C:6]([CH:1]3[CH2:5][CH2:4][CH2:3][CH2:2]3)=[N:7]2)=[C:13]([CH2:14][CH3:15])[N:16]=1, predict the reactants needed to synthesize it. The reactants are: [CH:1]1([C:6]2[NH:11][C:10](=[O:12])[C:9]([CH:13]([NH:16][C:17]([CH:19]3[CH2:24][CH:23]4[CH2:25][CH:20]3[CH:21]=[CH:22]4)=O)[CH2:14][CH3:15])=[N:8][N:7]=2)[CH2:5][CH2:4][CH2:3][CH2:2]1.P(Cl)(Cl)(Cl)=O. (5) Given the product [F:15][C:2]([F:1])([F:14])[C:3]1[CH:4]=[C:5]2[C:10](=[CH:11][CH:12]=1)[N:9]=[CH:8][CH:7]=[C:6]2[O:13][CH2:23][CH2:24][CH2:25][CH2:26][CH2:27][O:28][C:29]1[C:30](=[O:37])[CH:31]=[C:32]([CH2:35][OH:36])[O:33][CH:34]=1, predict the reactants needed to synthesize it. The reactants are: [F:1][C:2]([F:15])([F:14])[C:3]1[CH:4]=[C:5]2[C:10](=[CH:11][CH:12]=1)[N:9]=[CH:8][CH:7]=[C:6]2[OH:13].C([O-])([O-])=O.[Cs+].[Cs+].Br[CH2:23][CH2:24][CH2:25][CH2:26][CH2:27][O:28][C:29]1[C:30](=[O:37])[CH:31]=[C:32]([CH2:35][OH:36])[O:33][CH:34]=1.O. (6) Given the product [Cl:1][C:2]1[CH:8]=[CH:7][CH:6]=[C:5]([Cl:9])[C:3]=1[N:4]1[CH:12]=[CH:16][CH:15]=[CH:14]1, predict the reactants needed to synthesize it. The reactants are: [Cl:1][C:2]1[CH:8]=[CH:7][CH:6]=[C:5]([Cl:9])[C:3]=1[NH2:4].CO[CH:12]1[CH2:16][CH2:15][CH:14](OC)O1.C(O)(=O)C.